Dataset: Catalyst prediction with 721,799 reactions and 888 catalyst types from USPTO. Task: Predict which catalyst facilitates the given reaction. (1) Reactant: [C:1]([CH2:3][N:4]1[C:8]([C:9]([O:11][CH2:12][CH3:13])=[O:10])=[CH:7][C:6]2[CH2:14][C:15]([CH3:18])([CH3:17])[CH2:16][C:5]1=2)#[N:2].[ClH:19].C(OCC)(=O)C. Product: [ClH:19].[NH2:2][CH2:1][CH2:3][N:4]1[C:8]([C:9]([O:11][CH2:12][CH3:13])=[O:10])=[CH:7][C:6]2[CH2:14][C:15]([CH3:17])([CH3:18])[CH2:16][C:5]1=2. The catalyst class is: 63. (2) Reactant: [Br:1][C:2]1[CH:7]=[CH:6][C:5]([CH:8]([OH:14])[CH2:9][NH:10][CH2:11][CH2:12][OH:13])=[CH:4][C:3]=1[F:15].[C:16](O[C:16]([O:18][C:19]([CH3:22])([CH3:21])[CH3:20])=[O:17])([O:18][C:19]([CH3:22])([CH3:21])[CH3:20])=[O:17]. Product: [C:19]([O:18][C:16](=[O:17])[N:10]([CH2:9][CH:8]([C:5]1[CH:6]=[CH:7][C:2]([Br:1])=[C:3]([F:15])[CH:4]=1)[OH:14])[CH2:11][CH2:12][OH:13])([CH3:22])([CH3:21])[CH3:20]. The catalyst class is: 7. (3) Reactant: [Br:1][C:2]1[CH:10]=[C:9]([F:11])[C:8]([F:12])=[CH:7][C:3]=1[C:4]([OH:6])=O.CCN(C(C)C)C(C)C.CN(C(ON1N=NC2C=CC=NC1=2)=[N+](C)C)C.F[P-](F)(F)(F)(F)F.[NH:46]1[CH2:51][CH2:50][O:49][CH2:48][CH2:47]1. Product: [Br:1][C:2]1[CH:10]=[C:9]([F:11])[C:8]([F:12])=[CH:7][C:3]=1[C:4]([N:46]1[CH2:51][CH2:50][O:49][CH2:48][CH2:47]1)=[O:6]. The catalyst class is: 4. (4) Reactant: Cl.[F:2][C:3]1[CH:4]=[C:5]([CH:19]=[CH:20][CH:21]=1)[CH2:6][O:7][C:8]1[CH:18]=[CH:17][C:11]2[CH2:12][CH2:13][NH:14][CH2:15][CH2:16][C:10]=2[CH:9]=1.C(=O)([O-])[O-].[K+].[K+].Cl[CH2:29][C:30]([NH2:32])=[O:31]. Product: [F:2][C:3]1[CH:4]=[C:5]([CH:19]=[CH:20][CH:21]=1)[CH2:6][O:7][C:8]1[CH:18]=[CH:17][C:11]2[CH2:12][CH2:13][N:14]([CH2:29][C:30]([NH2:32])=[O:31])[CH2:15][CH2:16][C:10]=2[CH:9]=1. The catalyst class is: 21. (5) Reactant: [NH2:1][C:2]1[CH:26]=[C:25]([F:27])[CH:24]=[CH:23][C:3]=1[NH:4][C:5]1[CH:22]=[CH:21][C:8]2[C:9](=[O:20])[C:10]3[CH:17]=[C:16]([O:18]C)[CH:15]=[CH:14][C:11]=3[CH2:12][CH2:13][C:7]=2[CH:6]=1.Br. Product: [NH2:1][C:2]1[CH:26]=[C:25]([F:27])[CH:24]=[CH:23][C:3]=1[NH:4][C:5]1[CH:22]=[CH:21][C:8]2[C:9](=[O:20])[C:10]3[CH:17]=[C:16]([OH:18])[CH:15]=[CH:14][C:11]=3[CH2:12][CH2:13][C:7]=2[CH:6]=1. The catalyst class is: 15. (6) Reactant: C1(P(C2CCCCC2)C2C=CC=CC=2C2C(C(C)C)=CC(C(C)C)=CC=2C(C)C)CCCCC1.[CH3:35][O:36][C:37]1[CH:38]=[C:39]([C:43]2[CH:44]=[N:45][C:46]([CH:50]3[CH2:55][CH2:54][O:53][CH2:52][CH2:51]3)=[CH:47][C:48]=2[NH2:49])[CH:40]=[N:41][CH:42]=1.Cl[C:57]1[C:66]2[C:61](=[CH:62][C:63]([F:68])=[CH:64][C:65]=2[F:67])[N:60]=[C:59]([C:69]2[CH:74]=[CH:73][CH:72]=[CH:71][N:70]=2)[C:58]=1[CH3:75].CC(C)([O-])C.[Na+]. Product: [F:67][C:65]1[CH:64]=[C:63]([F:68])[CH:62]=[C:61]2[C:66]=1[C:57]([NH:49][C:48]1[CH:47]=[C:46]([CH:50]3[CH2:55][CH2:54][O:53][CH2:52][CH2:51]3)[N:45]=[CH:44][C:43]=1[C:39]1[CH:40]=[N:41][CH:42]=[C:37]([O:36][CH3:35])[CH:38]=1)=[C:58]([CH3:75])[C:59]([C:69]1[CH:74]=[CH:73][CH:72]=[CH:71][N:70]=1)=[N:60]2. The catalyst class is: 491. (7) Reactant: [F:1][C:2]1[CH:3]=[C:4]([C:9]([OH:12])([CH3:11])[CH3:10])[CH:5]=[C:6]([F:8])[CH:7]=1.[H-].[Na+].[CH2:15](I)[CH3:16]. Product: [CH2:15]([O:12][C:9]([C:4]1[CH:3]=[C:2]([F:1])[CH:7]=[C:6]([F:8])[CH:5]=1)([CH3:10])[CH3:11])[CH3:16]. The catalyst class is: 3. (8) The catalyst class is: 2. Reactant: COC1C=CC(C[N:8]2[C:16]3[CH:15]=[CH:14][N:13]=[C:12]([NH:17][CH:18]4[CH2:23][CH2:22][O:21][CH2:20][CH2:19]4)[C:11]=3[C:10]([O:24][C:25]3[CH:30]=[CH:29][CH:28]=[CH:27][CH:26]=3)=[N:9]2)=CC=1.FC(F)(F)S(O)(=O)=O. Product: [O:24]([C:10]1[C:11]2[C:12]([NH:17][CH:18]3[CH2:23][CH2:22][O:21][CH2:20][CH2:19]3)=[N:13][CH:14]=[CH:15][C:16]=2[NH:8][N:9]=1)[C:25]1[CH:26]=[CH:27][CH:28]=[CH:29][CH:30]=1. (9) Reactant: [F:1][CH:2]([F:14])[O:3][C:4]1[CH:9]=[CH:8][CH:7]=[C:6]([N+:10]([O-])=O)[C:5]=1[CH3:13]. Product: [F:1][CH:2]([F:14])[O:3][C:4]1[C:5]([CH3:13])=[C:6]([CH:7]=[CH:8][CH:9]=1)[NH2:10]. The catalyst class is: 349. (10) Reactant: [CH3:1][C:2]([C:4]1[CH:9]=[CH:8][C:7]2[O:10][CH2:11][O:12][C:6]=2[CH:5]=1)=[O:3].[CH:13]1([Mg]Br)[CH2:15][CH2:14]1.C1(C(C2C=CC(Cl)=CC=2)(O)C)CC1. Product: [O:10]1[C:7]2[CH:8]=[CH:9][C:4]([C:2]([CH:13]3[CH2:15][CH2:14]3)([OH:3])[CH3:1])=[CH:5][C:6]=2[O:12][CH2:11]1. The catalyst class is: 7.